From a dataset of Reaction yield outcomes from USPTO patents with 853,638 reactions. Predict the reaction yield, written as a fraction of the theoretical maximum amount of product (1.0 means a 100% yield; for example, 0.34 means a 34% yield). (1) The reactants are NCC(N)C.[C:6]1([CH:12]([NH2:15])[CH2:13][NH2:14])[CH:11]=[CH:10][CH:9]=[CH:8][CH:7]=1.[C:16]([NH:24][C:25]1[CH:26]=[C:27]([CH:31]=[CH:32][N:33]=1)[C:28](O)=O)(=[O:23])[C:17]1[CH:22]=[CH:21][CH:20]=[CH:19][CH:18]=1. No catalyst specified. The product is [C:6]1([CH:12]2[CH2:13][NH:14][C:28]([C:27]3[CH:31]=[CH:32][N:33]=[C:25]([NH:24][C:16](=[O:23])[C:17]4[CH:18]=[CH:19][CH:20]=[CH:21][CH:22]=4)[CH:26]=3)=[N:15]2)[CH:11]=[CH:10][CH:9]=[CH:8][CH:7]=1. The yield is 0.170. (2) The reactants are [CH2:1]([N:9]1[CH:13]=[N:12][N:11]=[N:10]1)[CH2:2][CH2:3][CH2:4][CH2:5][CH2:6][CH2:7][CH3:8].[I:14]I. The catalyst is OO. The product is [I:14][C:13]1[N:9]([CH2:1][CH2:2][CH2:3][CH2:4][CH2:5][CH2:6][CH2:7][CH3:8])[N:10]=[N:11][N:12]=1. The yield is 0.460. (3) The reactants are CO[CH2:3][CH2:4][N:5]1[C:9]([CH3:10])=[C:8]([C:11]([OH:13])=[O:12])[C:7]([CH3:14])=[N:6]1.CC1[C:20]([C:21]([O:23][CH2:24]C)=O)=C(C)NN=1.BrCC(OC)CC. No catalyst specified. The product is [CH3:24][O:23][CH2:21][CH2:20][CH2:3][CH2:4][N:5]1[C:9]([CH3:10])=[C:8]([C:11]([OH:13])=[O:12])[C:7]([CH3:14])=[N:6]1. The yield is 0.410.